From a dataset of NCI-60 drug combinations with 297,098 pairs across 59 cell lines. Regression. Given two drug SMILES strings and cell line genomic features, predict the synergy score measuring deviation from expected non-interaction effect. (1) Drug 1: CS(=O)(=O)C1=CC(=C(C=C1)C(=O)NC2=CC(=C(C=C2)Cl)C3=CC=CC=N3)Cl. Drug 2: CC(CN1CC(=O)NC(=O)C1)N2CC(=O)NC(=O)C2. Cell line: MALME-3M. Synergy scores: CSS=17.7, Synergy_ZIP=-1.07, Synergy_Bliss=2.55, Synergy_Loewe=0.313, Synergy_HSA=1.05. (2) Drug 1: C1C(C(OC1N2C=NC(=NC2=O)N)CO)O. Drug 2: CC1CCCC2(C(O2)CC(NC(=O)CC(C(C(=O)C(C1O)C)(C)C)O)C(=CC3=CSC(=N3)C)C)C. Cell line: SK-OV-3. Synergy scores: CSS=37.3, Synergy_ZIP=1.54, Synergy_Bliss=-0.0436, Synergy_Loewe=-18.0, Synergy_HSA=0.353. (3) Drug 1: CC1C(C(CC(O1)OC2CC(CC3=C2C(=C4C(=C3O)C(=O)C5=C(C4=O)C(=CC=C5)OC)O)(C(=O)C)O)N)O.Cl. Drug 2: C(CCl)NC(=O)N(CCCl)N=O. Cell line: 786-0. Synergy scores: CSS=30.6, Synergy_ZIP=-5.23, Synergy_Bliss=2.04, Synergy_Loewe=-17.3, Synergy_HSA=2.72.